From a dataset of TCR-epitope binding with 47,182 pairs between 192 epitopes and 23,139 TCRs. Binary Classification. Given a T-cell receptor sequence (or CDR3 region) and an epitope sequence, predict whether binding occurs between them. (1) The epitope is TLVPQEHYV. The TCR CDR3 sequence is CASSLGGGNTEAFF. Result: 0 (the TCR does not bind to the epitope). (2) The epitope is TLVPQEHYV. The TCR CDR3 sequence is CASSEGVPGELFF. Result: 1 (the TCR binds to the epitope). (3) Result: 0 (the TCR does not bind to the epitope). The TCR CDR3 sequence is CASSQPEGGPGEQYF. The epitope is FQPTNGVGY. (4) The epitope is LPAADLDDF. The TCR CDR3 sequence is CASSYGASEAFF. Result: 0 (the TCR does not bind to the epitope). (5) The epitope is EHPTFTSQYRIQGKL. The TCR CDR3 sequence is CASSQERLTTNEKLFF. Result: 0 (the TCR does not bind to the epitope).